From a dataset of Catalyst prediction with 721,799 reactions and 888 catalyst types from USPTO. Predict which catalyst facilitates the given reaction. (1) Reactant: C[O:2][C:3]1[CH:8]=[CH:7][C:6]([C:9]2[N:14]=[CH:13][CH:12]=[CH:11][N:10]=2)=[CH:5][CH:4]=1.B(Br)(Br)Br. Product: [N:10]1[CH:11]=[CH:12][CH:13]=[N:14][C:9]=1[C:6]1[CH:7]=[CH:8][C:3]([OH:2])=[CH:4][CH:5]=1. The catalyst class is: 4. (2) Reactant: [Br:1][CH2:2][C:3](Br)=[O:4].C(=O)([O-])[O-].[K+].[K+].[NH2:12][C:13]1[CH:18]=[CH:17][CH:16]=[CH:15][CH:14]=1.O. Product: [Br:1][CH2:2][C:3]([NH:12][C:13]1[CH:18]=[CH:17][CH:16]=[CH:15][CH:14]=1)=[O:4]. The catalyst class is: 4. (3) Reactant: [F:1][C:2]1[CH:3]=[CH:4][CH:5]=[C:6]2[C:11]=1[N:10]=[C:9]([CH3:12])[C:8]([O:13][C:14]1[C:15]([C:20]([OH:23])([CH3:22])[CH3:21])=[N:16][CH:17]=[CH:18][CH:19]=1)=[CH:7]2.[CH3:24]I.[H-].[Na+]. Product: [CH3:24][O:23][C:20]([C:15]1[C:14]([O:13][C:8]2[C:9]([CH3:12])=[N:10][C:11]3[C:6]([CH:7]=2)=[CH:5][CH:4]=[CH:3][C:2]=3[F:1])=[CH:19][CH:18]=[CH:17][N:16]=1)([CH3:21])[CH3:22]. The catalyst class is: 9. (4) Reactant: CCCP1(OP(CCC)(=O)OP(CCC)(=O)O1)=O.[NH2:19][C:20]1[CH:21]=[CH:22][C:23]([F:37])=[C:24]([C@@:26]2([CH:34]([F:36])[F:35])[C@H:32]3[C@H:30]([CH2:31]3)[O:29][C:28]([NH2:33])=[N:27]2)[CH:25]=1.[Cl:38][C:39]1[CH:40]=[C:41]([O:48][CH3:49])[C:42]([C:45](O)=[O:46])=[N:43][CH:44]=1. Product: [NH2:33][C:28]1[O:29][C@H:30]2[C@@H:32]([C@:26]([C:24]3[CH:25]=[C:20]([NH:19][C:45](=[O:46])[C:42]4[C:41]([O:48][CH3:49])=[CH:40][C:39]([Cl:38])=[CH:44][N:43]=4)[CH:21]=[CH:22][C:23]=3[F:37])([CH:34]([F:35])[F:36])[N:27]=1)[CH2:31]2. The catalyst class is: 250. (5) Reactant: C(N(CC)CC)C.[C:19]([O:18][C:16](O[C:16]([O:18][C:19]([CH3:22])([CH3:21])[CH3:20])=[O:17])=[O:17])([CH3:22])([CH3:21])[CH3:20].[NH2:23][C@@H:24]1[CH2:33][CH2:32][CH2:31][C:30]2[CH:29]=[C:28]([CH2:34][OH:35])[CH:27]=[CH:26][C:25]1=2.C(OCC)(=O)C. Product: [OH:35][CH2:34][C:28]1[CH:29]=[C:30]2[C:25](=[CH:26][CH:27]=1)[C@H:24]([NH:23][C:16](=[O:17])[O:18][C:19]([CH3:20])([CH3:21])[CH3:22])[CH2:33][CH2:32][CH2:31]2. The catalyst class is: 98. (6) Reactant: [F:1][C:2]1[CH:7]=[CH:6][C:5]([NH:8][C:9]([C:11]2([C:14]([OH:16])=O)[CH2:13][CH2:12]2)=[O:10])=[CH:4][CH:3]=1.S(Cl)(Cl)=O.[NH2:21][C:22]1[CH:37]=[CH:36][C:25]([O:26][C:27]2[CH:32]=[CH:31][N:30]=[C:29]([C:33]([NH2:35])=[O:34])[CH:28]=2)=[CH:24][C:23]=1[F:38]. Product: [F:38][C:23]1[CH:24]=[C:25]([CH:36]=[CH:37][C:22]=1[NH:21][C:14]([C:11]1([C:9](=[O:10])[NH:8][C:5]2[CH:4]=[CH:3][C:2]([F:1])=[CH:7][CH:6]=2)[CH2:12][CH2:13]1)=[O:16])[O:26][C:27]1[CH:32]=[CH:31][N:30]=[C:29]([C:33]([NH2:35])=[O:34])[CH:28]=1. The catalyst class is: 571. (7) Reactant: [N:1]([CH2:4][CH:5]1[CH2:10][NH:9][C:8]2[CH:11]=[CH:12][CH:13]=[C:14]([Br:15])[C:7]=2[O:6]1)=[N+:2]=[N-:3].[C:16](=O)([O-])[O-].[Cs+].[Cs+].IC. Product: [N:1]([CH2:4][CH:5]1[CH2:10][N:9]([CH3:16])[C:8]2[CH:11]=[CH:12][CH:13]=[C:14]([Br:15])[C:7]=2[O:6]1)=[N+:2]=[N-:3]. The catalyst class is: 9. (8) Reactant: [CH:1]1([CH2:4][C:5]2[N:10]([CH2:11][C:12]3[CH:17]=[CH:16][C:15]([C:18]([CH3:21])([CH3:20])[CH3:19])=[CH:14][CH:13]=3)[C:9](=[O:22])[CH:8]=[C:7]([OH:23])[N:6]=2)[CH2:3][CH2:2]1.[Cl-].[CH3:25][Al+]C.C1(CC#N)CC1.C(C1C=CC(CN)=CC=1)(C)(C)C.C(C(CC)(C([O-])=O)C([O-])=O)C.[Na].Cl. Product: [CH:4]1([C:5]2[N:10]([CH2:11][C:12]3[CH:17]=[CH:16][C:15]([C:18]([CH3:19])([CH3:21])[CH3:20])=[CH:14][CH:13]=3)[C:9](=[O:22])[CH:8]=[C:7]([OH:23])[N:6]=2)[CH2:25][CH2:3][CH2:2][CH2:1]1. The catalyst class is: 93.